This data is from Reaction yield outcomes from USPTO patents with 853,638 reactions. The task is: Predict the reaction yield, written as a fraction of the theoretical maximum amount of product (1.0 means a 100% yield; for example, 0.34 means a 34% yield). (1) The reactants are Br[CH2:2][C:3]1[CH:11]=[CH:10][C:6]([C:7]([OH:9])=[O:8])=[CH:5][C:4]=1[N+:12]([O-:14])=[O:13].[C:15]([SH:34])([C:28]1[CH:33]=[CH:32][CH:31]=[CH:30][CH:29]=1)([C:22]1[CH:27]=[CH:26][CH:25]=[CH:24][CH:23]=1)[C:16]1[CH:21]=[CH:20][CH:19]=[CH:18][CH:17]=1.C(N(C(C)C)CC)(C)C. The catalyst is O1CCCC1. The product is [N+:12]([C:4]1[CH:5]=[C:6]([CH:10]=[CH:11][C:3]=1[CH2:2][S:34][C:15]([C:16]1[CH:21]=[CH:20][CH:19]=[CH:18][CH:17]=1)([C:28]1[CH:29]=[CH:30][CH:31]=[CH:32][CH:33]=1)[C:22]1[CH:23]=[CH:24][CH:25]=[CH:26][CH:27]=1)[C:7]([OH:9])=[O:8])([O-:14])=[O:13]. The yield is 0.700. (2) The catalyst is CN(C)C=O. The reactants are [NH2:1][C:2]1[CH:3]=[C:4]([CH:21]=[CH:22][CH:23]=1)[O:5][C:6]1[CH:7]=[CH:8][C:9]2[N:10]([CH:12]=[C:13]([NH:15][C:16]([CH:18]3[CH2:20][CH2:19]3)=[O:17])[N:14]=2)[N:11]=1.[F:24][C:25]([F:36])([F:35])[C:26]1[CH:27]=[C:28]([CH:32]=[CH:33][CH:34]=1)[C:29](O)=[O:30].Cl.CN(C)CCCN=C=NCC.ON1C2C=CC=CC=2N=N1. The yield is 0.690. The product is [CH:18]1([C:16]([NH:15][C:13]2[N:14]=[C:9]3[CH:8]=[CH:7][C:6]([O:5][C:4]4[CH:3]=[C:2]([NH:1][C:29](=[O:30])[C:28]5[CH:32]=[CH:33][CH:34]=[C:26]([C:25]([F:24])([F:35])[F:36])[CH:27]=5)[CH:23]=[CH:22][CH:21]=4)=[N:11][N:10]3[CH:12]=2)=[O:17])[CH2:20][CH2:19]1. (3) The reactants are [C:1]([O:5][C:6](=[O:20])[CH2:7][N:8]([S:10]([C:13]1[CH:18]=[CH:17][C:16](F)=[CH:15][CH:14]=1)(=[O:12])=[O:11])[CH3:9])([CH3:4])([CH3:3])[CH3:2].[CH2:21]([NH2:24])[C:22]#[CH:23]. The catalyst is CN(C)C=O. The product is [CH3:9][N:8]([S:10]([C:13]1[CH:18]=[CH:17][C:16]([NH:24][CH2:21][C:22]#[CH:23])=[CH:15][CH:14]=1)(=[O:12])=[O:11])[CH2:7][C:6]([O:5][C:1]([CH3:4])([CH3:3])[CH3:2])=[O:20]. The yield is 0.530.